This data is from Reaction yield outcomes from USPTO patents with 853,638 reactions. The task is: Predict the reaction yield, written as a fraction of the theoretical maximum amount of product (1.0 means a 100% yield; for example, 0.34 means a 34% yield). (1) The reactants are [Cl:1][C:2]1[CH:3]=[C:4]([CH:8]([O:22][CH2:23][CH2:24][C:25]([O:27]CC)=O)[C@@H:9]2[CH2:14][CH2:13][CH2:12][N:11]([C:15]([O:17][C:18]([CH3:21])([CH3:20])[CH3:19])=[O:16])[CH2:10]2)[CH:5]=[CH:6][CH:7]=1.[CH3:30][NH2:31]. The catalyst is CO. The product is [Cl:1][C:2]1[CH:3]=[C:4]([C@H:8]([O:22][CH2:23][CH2:24][C:25]([NH:31][CH3:30])=[O:27])[C@@H:9]2[CH2:14][CH2:13][CH2:12][N:11]([C:15]([O:17][C:18]([CH3:21])([CH3:20])[CH3:19])=[O:16])[CH2:10]2)[CH:5]=[CH:6][CH:7]=1. The yield is 0.410. (2) The product is [Cl:7][C:8]1[N:9]=[CH:10][C:11]2[C:16]([CH:17]=1)=[CH:15][C:14]([C:18]1[CH:22]=[N:21][N:20]([CH:26]3[CH2:25][CH2:24][CH2:23][CH:27]3[OH:28])[CH:19]=1)=[CH:13][CH:12]=2. The yield is 0.500. The catalyst is CN(C=O)C. The reactants are C([O-])([O-])=O.[Cs+].[Cs+].[Cl:7][C:8]1[N:9]=[CH:10][C:11]2[C:16]([CH:17]=1)=[CH:15][C:14]([C:18]1[CH:19]=[N:20][NH:21][CH:22]=1)=[CH:13][CH:12]=2.[CH:23]12[O:28][CH:27]1[CH2:26][CH2:25][CH2:24]2. (3) The reactants are [Cl:1][C:2]1[CH:34]=[CH:33][CH:32]=[C:31]([C:35]([F:38])([F:37])[F:36])[C:3]=1[C:4]([N:6]1[C:14]2[C:9](=[CH:10][CH:11]=[C:12]([C:15]3[O:16][CH:17]=[CH:18][N:19]=3)[CH:13]=2)[C:8]([C:20]2[CH:29]=[CH:28][C:23]([C:24]([O:26]C)=[O:25])=[CH:22][C:21]=2[F:30])=[N:7]1)=[O:5].O[Li].O. The catalyst is C1COCC1.O. The product is [Cl:1][C:2]1[CH:34]=[CH:33][CH:32]=[C:31]([C:35]([F:38])([F:37])[F:36])[C:3]=1[C:4]([N:6]1[C:14]2[C:9](=[CH:10][CH:11]=[C:12]([C:15]3[O:16][CH:17]=[CH:18][N:19]=3)[CH:13]=2)[C:8]([C:20]2[CH:29]=[CH:28][C:23]([C:24]([OH:26])=[O:25])=[CH:22][C:21]=2[F:30])=[N:7]1)=[O:5]. The yield is 0.930. (4) The reactants are Cl[C:2]1[CH:7]=[C:6]([N:8]2[CH:12]=[C:11]([Cl:13])[N:10]=[CH:9]2)[N:5]=[CH:4][N:3]=1.[NH3:14]. The catalyst is C(O)(C)C. The product is [Cl:13][C:11]1[N:10]=[CH:9][N:8]([C:6]2[N:5]=[CH:4][N:3]=[C:2]([NH2:14])[CH:7]=2)[CH:12]=1. The yield is 0.980. (5) The reactants are [Cl:1][C:2]1[CH:10]=[CH:9][C:5]([C:6](O)=[O:7])=[CH:4][N:3]=1.CN1CCOCC1.ClC(OCC(C)C)=O.Cl.[CH3:27][O:28][NH:29][CH3:30].C([O-])(O)=O.[Na+]. The catalyst is ClCCl. The product is [Cl:1][C:2]1[CH:10]=[CH:9][C:5]([C:6]([N:29]([O:28][CH3:27])[CH3:30])=[O:7])=[CH:4][N:3]=1. The yield is 0.466. (6) The reactants are Br[C:2]1[CH:3]=[CH:4][C:5]2[O:11][CH2:10][CH2:9][N:8]3[CH:12]=[C:13]([C:15]4[N:19]([C:20]5[CH:25]=[CH:24][CH:23]=[CH:22][C:21]=5[Cl:26])[N:18]=[CH:17][N:16]=4)[N:14]=[C:7]3[C:6]=2[CH:27]=1.[C:28]1(B(O)O)[CH:33]=[CH:32][CH:31]=[CH:30][CH:29]=1.C([O-])([O-])=O.[Cs+].[Cs+].O. The catalyst is O1CCOCC1. The product is [Cl:26][C:21]1[CH:22]=[CH:23][CH:24]=[CH:25][C:20]=1[N:19]1[C:15]([C:13]2[N:14]=[C:7]3[C:6]4[CH:27]=[C:2]([C:28]5[CH:33]=[CH:32][CH:31]=[CH:30][CH:29]=5)[CH:3]=[CH:4][C:5]=4[O:11][CH2:10][CH2:9][N:8]3[CH:12]=2)=[N:16][CH:17]=[N:18]1. The yield is 0.380. (7) The reactants are [Cl:1][C:2]1[CH:11]=[C:10](Cl)[C:9]2[C:4](=[CH:5][CH:6]=[C:7]([O:13][CH3:14])[CH:8]=2)[N:3]=1.CO.[NH3:17]. No catalyst specified. The product is [Cl:1][C:2]1[CH:11]=[C:10]([NH2:17])[C:9]2[C:4](=[CH:5][CH:6]=[C:7]([O:13][CH3:14])[CH:8]=2)[N:3]=1. The yield is 0.550. (8) The reactants are [CH:1]([C:3]1[NH:7][C:6]([C:8]([OH:10])=O)=[CH:5][C:4]=1[CH3:11])=[O:2].[CH3:12][N:13]1[CH2:18][CH2:17][NH:16][CH2:15][CH2:14]1.ON1C2C=CC=CC=2N=N1.C(N(CC)CC)C. The yield is 0.680. The catalyst is CN(C=O)C. The product is [CH3:11][C:4]1[CH:5]=[C:6]([C:8]([N:16]2[CH2:17][CH2:18][N:13]([CH3:12])[CH2:14][CH2:15]2)=[O:10])[NH:7][C:3]=1[CH:1]=[O:2].